From a dataset of Reaction yield outcomes from USPTO patents with 853,638 reactions. Predict the reaction yield, written as a fraction of the theoretical maximum amount of product (1.0 means a 100% yield; for example, 0.34 means a 34% yield). (1) The reactants are C[O:2][C:3](=O)[CH2:4][CH2:5][C:6]1[S:10][C:9]2[CH:11]=[CH:12][CH:13]=[CH:14][C:8]=2[C:7]=1[Cl:15].[Li+].[BH4-].CO.[OH-].[Na+]. The catalyst is CCOCC. The product is [Cl:15][C:7]1[C:8]2[CH:14]=[CH:13][CH:12]=[CH:11][C:9]=2[S:10][C:6]=1[CH2:5][CH2:4][CH2:3][OH:2]. The yield is 0.790. (2) The reactants are CCN(C(C)C)C(C)C.[C:10]1([S:16]([C:18]2[CH:26]=[CH:25][C:21]([C:22]([OH:24])=O)=[CH:20][CH:19]=2)=[O:17])[CH:15]=[CH:14][CH:13]=[CH:12][CH:11]=1.CCN=C=NCCCN(C)C.C1C=CC2N(O)N=NC=2C=1.[NH2:48][CH2:49][C:50]([N:52]1[CH2:57][CH2:56][N:55]([C:58](=[O:69])[C:59]2[CH:64]=[CH:63][CH:62]=[CH:61][C:60]=2[C:65]([F:68])([F:67])[F:66])[CH2:54][CH2:53]1)=[O:51].C(O)(C(F)(F)F)=O. The catalyst is CN(C=O)C.O. The product is [C:10]1([S:16]([C:18]2[CH:19]=[CH:20][C:21]([C:22]([NH:48][CH2:49][C:50](=[O:51])[N:52]3[CH2:53][CH2:54][N:55]([C:58](=[O:69])[C:59]4[CH:64]=[CH:63][CH:62]=[CH:61][C:60]=4[C:65]([F:66])([F:68])[F:67])[CH2:56][CH2:57]3)=[O:24])=[CH:25][CH:26]=2)=[O:17])[CH:11]=[CH:12][CH:13]=[CH:14][CH:15]=1. The yield is 0.510.